From a dataset of Catalyst prediction with 721,799 reactions and 888 catalyst types from USPTO. Predict which catalyst facilitates the given reaction. Reactant: [O:1]1[CH2:6][CH2:5][C:4]([C:9]#[N:10])([C:7]#[N:8])[CH2:3][CH2:2]1.B.C1COCC1.Cl.[OH-].[Na+]. Product: [NH2:8][CH2:7][C:4]1([CH2:9][NH2:10])[CH2:5][CH2:6][O:1][CH2:2][CH2:3]1. The catalyst class is: 1.